Dataset: Experimental lipophilicity measurements (octanol/water distribution) for 4,200 compounds from AstraZeneca. Task: Regression/Classification. Given a drug SMILES string, predict its absorption, distribution, metabolism, or excretion properties. Task type varies by dataset: regression for continuous measurements (e.g., permeability, clearance, half-life) or binary classification for categorical outcomes (e.g., BBB penetration, CYP inhibition). For this dataset (lipophilicity_astrazeneca), we predict Y. (1) The compound is COc1ccc(CCN2CN=C(SCc3ccc(Cl)cc3)NC2)cc1OC. The Y is 2.41 logD. (2) The drug is COc1ncc2ncc(=O)n(CCN3CCC(NCc4cc5c(cn4)OCCO5)CC3)c2n1. The Y is -0.140 logD. (3) The drug is Cn1c(CN2CCC(c3ccccc3)CC2)nc2ccccc21. The Y is 3.60 logD. (4) The drug is COC(=O)c1nc2c(N[C@H](C)CO)nc(SCc3cccc(F)c3F)nc2[nH]c1=O. The Y is 2.49 logD. (5) The drug is COCCNC(=O)c1ccc(Nc2ncc3cc(-c4ccncc4)ccc3n2)cc1C. The Y is 2.78 logD. (6) The molecule is Cc1c(Sc2ccc(Cl)cc2)c2c(-c3cnccn3)cccc2n1CC(=O)O. The Y is 0.0300 logD. (7) The molecule is CCCSc1c(C(=O)N(C)C2CCCCC2)cnn1-c1ccc(C(=O)O)cc1. The Y is 0.590 logD.